This data is from Catalyst prediction with 721,799 reactions and 888 catalyst types from USPTO. The task is: Predict which catalyst facilitates the given reaction. (1) Reactant: [C:1]([Si:5](Cl)([CH3:7])[CH3:6])([CH3:4])([CH3:3])[CH3:2].[Cl:9][C:10]1[CH:11]=[N:12][N:13]([CH2:15][CH:16]([CH2:20][CH2:21][OH:22])[C:17]([OH:19])=[O:18])[CH:14]=1.[Li+].[Cl-].N1C=CN=C1. Product: [Si:5]([O:22][CH2:21][CH2:20][CH:16]([CH2:15][N:13]1[CH:14]=[C:10]([Cl:9])[CH:11]=[N:12]1)[C:17]([OH:19])=[O:18])([C:1]([CH3:4])([CH3:3])[CH3:2])([CH3:7])[CH3:6]. The catalyst class is: 59. (2) Reactant: C([Zn]CC)C.[CH:6](N1CCC[C@H]1C(O)=O)([CH3:8])[CH3:7].C[Si](C)(C)C#CCB1OC(C)(C)C(C)(C)O1.[F:33][C:34]1[CH:35]=[CH:36][C:37]([C:53]([CH3:62])([CH3:61])[CH2:54][C:55](=[O:60])[C:56]([F:59])([F:58])[F:57])=[C:38]([CH:52]=1)[C:39]([NH:41][C@H:42]([C:44]1[CH:49]=[CH:48][C:47]([O:50][CH3:51])=[CH:46][CH:45]=1)[CH3:43])=[O:40]. Product: [F:33][C:34]1[CH:35]=[CH:36][C:37]([C:53]([CH3:61])([CH3:62])[CH2:54][C@:55]([C:56]([F:58])([F:59])[F:57])([OH:60])[CH2:8][C:6]#[CH:7])=[C:38]([CH:52]=1)[C:39]([NH:41][C@H:42]([C:44]1[CH:45]=[CH:46][C:47]([O:50][CH3:51])=[CH:48][CH:49]=1)[CH3:43])=[O:40]. The catalyst class is: 1. (3) Reactant: [CH2:1]([N:3]([CH2:10][CH3:11])[CH2:4][CH2:5][C:6]([CH3:9])([NH2:8])[CH3:7])[CH3:2].[C:12](ON1C(=O)CCC1=O)([O:14][CH2:15][C:16]1[CH:21]=[CH:20][CH:19]=[CH:18][CH:17]=1)=[O:13]. Product: [CH2:10]([N:3]([CH2:1][CH3:2])[CH2:4][CH2:5][C:6]([NH:8][C:12](=[O:13])[O:14][CH2:15][C:16]1[CH:21]=[CH:20][CH:19]=[CH:18][CH:17]=1)([CH3:9])[CH3:7])[CH3:11]. The catalyst class is: 1. (4) The catalyst class is: 5. Product: [Cl:1][C:2]1[CH:7]=[CH:6][C:5]([CH2:8][NH:9][C:25](=[NH:28])[CH:24]([O:29][CH2:30][CH3:31])[O:23][CH2:21][CH3:22])=[CH:4][C:3]=1[O:10][CH3:11]. Reactant: [Cl:1][C:2]1[CH:7]=[CH:6][C:5]([CH2:8][NH2:9])=[CH:4][C:3]=1[O:10][CH3:11].CCN(C(C)C)C(C)C.[CH2:21]([O:23][CH:24]([O:29][CH2:30][CH3:31])[C:25](=[NH:28])OC)[CH3:22].